This data is from Peptide-MHC class II binding affinity with 134,281 pairs from IEDB. The task is: Regression. Given a peptide amino acid sequence and an MHC pseudo amino acid sequence, predict their binding affinity value. This is MHC class II binding data. The peptide sequence is HVKHFVINLIGDFEV. The MHC is DRB1_1101 with pseudo-sequence DRB1_1101. The binding affinity (normalized) is 0.154.